The task is: Predict which catalyst facilitates the given reaction.. This data is from Catalyst prediction with 721,799 reactions and 888 catalyst types from USPTO. Reactant: [CH3:1][O:2][C:3]([C:5]1[CH:9]=[C:8]([C:10]([O:12]C)=[O:11])[N:7]([CH2:14][C:15]2[CH:19]=[C:18]([C:20]3[S:21][C:22]([Cl:25])=[CH:23][CH:24]=3)[O:17][N:16]=2)[N:6]=1)=[O:4].[OH-].[Na+].Cl. Product: [CH3:1][O:2][C:3]([C:5]1[CH:9]=[C:8]([C:10]([OH:12])=[O:11])[N:7]([CH2:14][C:15]2[CH:19]=[C:18]([C:20]3[S:21][C:22]([Cl:25])=[CH:23][CH:24]=3)[O:17][N:16]=2)[N:6]=1)=[O:4]. The catalyst class is: 90.